From a dataset of Catalyst prediction with 721,799 reactions and 888 catalyst types from USPTO. Predict which catalyst facilitates the given reaction. Reactant: [CH2:1]([O:3][C:4](=[O:32])[C:5]([CH3:31])([CH3:30])[CH2:6][C:7]1[CH:12]=[CH:11][CH:10]=[C:9]([C:13](=O)[C:14]2[CH:19]=[CH:18][CH:17]=[C:16]([CH2:20][C:21]([C:24]([O:26][CH2:27][CH3:28])=[O:25])([CH3:23])[CH3:22])[CH:15]=2)[CH:8]=1)[CH3:2].[CH2:33]([SH:37])[CH2:34][CH2:35][SH:36].B(F)(F)F.CCOCC.[OH-].[Na+]. Product: [CH2:1]([O:3][C:4](=[O:32])[C:5]([CH3:31])([CH3:30])[CH2:6][C:7]1[CH:12]=[CH:11][CH:10]=[C:9]([C:13]2([C:14]3[CH:19]=[CH:18][CH:17]=[C:16]([CH2:20][C:21]([C:24]([O:26][CH2:27][CH3:28])=[O:25])([CH3:23])[CH3:22])[CH:15]=3)[S:37][CH2:33][CH2:34][CH2:35][S:36]2)[CH:8]=1)[CH3:2]. The catalyst class is: 4.